From a dataset of Catalyst prediction with 721,799 reactions and 888 catalyst types from USPTO. Predict which catalyst facilitates the given reaction. (1) Reactant: [CH3:1][O:2][C:3]1[CH:8]=[C:7]([CH3:9])[CH:6]=[CH:5][C:4]=1[CH:10]([NH2:16])[CH2:11][CH2:12][CH:13]([CH3:15])[CH3:14].CCN=C=NCCCN(C)C.C1C=CC2N(O)N=NC=2C=1.CCN(C(C)C)C(C)C.[CH3:47][C:48]1[C:52]([CH:53]([OH:67])[C:54]2[O:55][C:56]3[CH:62]=[CH:61][C:60]([CH2:63][C:64](O)=[O:65])=[CH:59][C:57]=3[CH:58]=2)=[C:51]([CH3:68])[O:50][N:49]=1. Product: [CH3:47][C:48]1[C:52]([CH:53]([OH:67])[C:54]2[O:55][C:56]3[CH:62]=[CH:61][C:60]([CH2:63][C:64]([NH:16][CH:10]([C:4]4[CH:5]=[CH:6][C:7]([CH3:9])=[CH:8][C:3]=4[O:2][CH3:1])[CH2:11][CH2:12][CH:13]([CH3:14])[CH3:15])=[O:65])=[CH:59][C:57]=3[CH:58]=2)=[C:51]([CH3:68])[O:50][N:49]=1. The catalyst class is: 34. (2) Reactant: [C:1]1([C:7]2[C:11]([C:12]([F:15])([F:14])[F:13])=[C:10]([C:16]([OH:18])=O)[O:9][N:8]=2)[CH:6]=[CH:5][CH:4]=[CH:3][CH:2]=1.C(Cl)(=O)C(Cl)=O.CCN(C(C)C)C(C)C.[OH:34][CH:35]([C:50]1[CH:55]=[CH:54][C:53](/[C:56](=[N:58]/O)/[NH2:57])=[CH:52][CH:51]=1)[C:36]([N:39]1[CH2:44][CH2:43][CH2:42][C@H:41]([C:45]([O:47]CC)=[O:46])[CH2:40]1)(C)C.CCCC[N+](CCCC)(CCCC)CCCC.[F-:77].C1COCC1. Product: [F:77][C:41]1([C:45]([OH:47])=[O:46])[CH2:42][CH2:43][CH2:44][N:39]([CH2:36][CH:35]([OH:34])[C:50]2[CH:55]=[CH:54][C:53]([C:56]3[N:58]=[C:16]([C:10]4[O:9][N:8]=[C:7]([C:1]5[CH:2]=[CH:3][CH:4]=[CH:5][CH:6]=5)[C:11]=4[C:12]([F:13])([F:14])[F:15])[O:18][N:57]=3)=[CH:52][CH:51]=2)[CH2:40]1. The catalyst class is: 59. (3) Reactant: Cl.[C:2]([C:5]1[CH:10]=[CH:9][C:8]([CH2:11][NH:12][C:13]([C:15]2[CH:19]=[C:18]([CH3:20])[N:17]([C:21]3[CH:26]=[CH:25][C:24]([F:27])=[CH:23][CH:22]=3)[C:16]=2[CH3:28])=[O:14])=[CH:7][CH:6]=1)(=[NH:4])[NH2:3].C(=O)([O-])[O-].[K+].[K+].Cl[C:36]([O:38][CH2:39][C:40]1[CH:45]=[CH:44][CH:43]=[CH:42][CH:41]=1)=[O:37]. Product: [NH2:4]/[C:2](=[N:3]\[C:36](=[O:37])[O:38][CH2:39][C:40]1[CH:45]=[CH:44][CH:43]=[CH:42][CH:41]=1)/[C:5]1[CH:10]=[CH:9][C:8]([CH2:11][NH:12][C:13]([C:15]2[CH:19]=[C:18]([CH3:20])[N:17]([C:21]3[CH:22]=[CH:23][C:24]([F:27])=[CH:25][CH:26]=3)[C:16]=2[CH3:28])=[O:14])=[CH:7][CH:6]=1. The catalyst class is: 132. (4) The catalyst class is: 2. Product: [C:11]12([C:7]3[CH:6]=[C:5]([OH:8])[CH:4]=[C:3]([O:9][CH3:10])[C:2]=3[Br:1])[CH2:20][CH:15]3[CH2:16][CH:17]([CH2:19][CH:13]([CH2:14]3)[CH2:12]1)[CH2:18]2.[C:11]12([C:6]3[CH:7]=[C:2]([Br:1])[C:3]([O:9][CH3:10])=[CH:4][C:5]=3[OH:8])[CH2:20][CH:15]3[CH2:16][CH:17]([CH2:19][CH:13]([CH2:14]3)[CH2:12]1)[CH2:18]2. Reactant: [Br:1][C:2]1[CH:7]=[CH:6][C:5]([OH:8])=[CH:4][C:3]=1[O:9][CH3:10].[C:11]12(O)[CH2:20][CH:15]3[CH2:16][CH:17]([CH2:19][CH:13]([CH2:14]3)[CH2:12]1)[CH2:18]2.CS(O)(=O)=O. (5) Reactant: [Cl:1][C:2]1[CH:7]=[CH:6][C:5]([OH:8])=[CH:4][C:3]=1[NH:9][C@@H:10]([C:12]1[CH:17]=[CH:16][C:15]([Cl:18])=[CH:14][C:13]=1[Cl:19])[CH3:11].C(N(CC)CC)C.[F:27][C:28]([F:41])([F:40])[S:29](O[S:29]([C:28]([F:41])([F:40])[F:27])(=[O:31])=[O:30])(=[O:31])=[O:30]. Product: [F:27][C:28]([F:41])([F:40])[S:29]([O:8][C:5]1[CH:6]=[CH:7][C:2]([Cl:1])=[C:3]([NH:9][C@@H:10]([C:12]2[CH:17]=[CH:16][C:15]([Cl:18])=[CH:14][C:13]=2[Cl:19])[CH3:11])[CH:4]=1)(=[O:31])=[O:30]. The catalyst class is: 46. (6) Reactant: [CH3:1][N:2]1[CH2:7][CH2:6][N:5]([C:8]2[CH:14]=[CH:13][C:11]([NH2:12])=[C:10]([CH2:15][S:16]([C:19]3[C:28]4[C:23](=[CH:24][CH:25]=[CH:26][CH:27]=4)[CH:22]=[CH:21][CH:20]=3)(=[O:18])=[O:17])[CH:9]=2)[CH2:4][CH2:3]1.[N:29]([O-])=O.[Na+].C([O-])(O)=O.[Na+]. Product: [CH3:1][N:2]1[CH2:3][CH2:4][N:5]([C:8]2[CH:9]=[C:10]3[C:11](=[CH:13][CH:14]=2)[NH:12][N:29]=[C:15]3[S:16]([C:19]2[C:28]3[C:23](=[CH:24][CH:25]=[CH:26][CH:27]=3)[CH:22]=[CH:21][CH:20]=2)(=[O:18])=[O:17])[CH2:6][CH2:7]1. The catalyst class is: 33.